From a dataset of NCI-60 drug combinations with 297,098 pairs across 59 cell lines. Regression. Given two drug SMILES strings and cell line genomic features, predict the synergy score measuring deviation from expected non-interaction effect. (1) Cell line: HS 578T. Drug 1: C1CC(=O)NC(=O)C1N2CC3=C(C2=O)C=CC=C3N. Synergy scores: CSS=10.5, Synergy_ZIP=-2.39, Synergy_Bliss=1.52, Synergy_Loewe=-10.0, Synergy_HSA=-0.0979. Drug 2: C1CCC(CC1)NC(=O)N(CCCl)N=O. (2) Drug 1: CC1OCC2C(O1)C(C(C(O2)OC3C4COC(=O)C4C(C5=CC6=C(C=C35)OCO6)C7=CC(=C(C(=C7)OC)O)OC)O)O. Drug 2: CCC1(C2=C(COC1=O)C(=O)N3CC4=CC5=C(C=CC(=C5CN(C)C)O)N=C4C3=C2)O.Cl. Cell line: OVCAR-8. Synergy scores: CSS=30.5, Synergy_ZIP=-9.57, Synergy_Bliss=-2.98, Synergy_Loewe=-9.26, Synergy_HSA=0.478. (3) Drug 1: CN1CCC(CC1)COC2=C(C=C3C(=C2)N=CN=C3NC4=C(C=C(C=C4)Br)F)OC. Drug 2: C1CN(CCN1C(=O)CCBr)C(=O)CCBr. Cell line: SW-620. Synergy scores: CSS=18.9, Synergy_ZIP=-2.40, Synergy_Bliss=4.64, Synergy_Loewe=1.04, Synergy_HSA=2.27. (4) Drug 1: CC1CCC2CC(C(=CC=CC=CC(CC(C(=O)C(C(C(=CC(C(=O)CC(OC(=O)C3CCCCN3C(=O)C(=O)C1(O2)O)C(C)CC4CCC(C(C4)OC)OCCO)C)C)O)OC)C)C)C)OC. Drug 2: C1CNP(=O)(OC1)N(CCCl)CCCl. Cell line: NCIH23. Synergy scores: CSS=8.87, Synergy_ZIP=-2.73, Synergy_Bliss=0.652, Synergy_Loewe=-23.1, Synergy_HSA=-0.155. (5) Drug 1: COC1=CC(=CC(=C1O)OC)C2C3C(COC3=O)C(C4=CC5=C(C=C24)OCO5)OC6C(C(C7C(O6)COC(O7)C8=CC=CS8)O)O. Drug 2: CC1=CC=C(C=C1)C2=CC(=NN2C3=CC=C(C=C3)S(=O)(=O)N)C(F)(F)F. Cell line: ACHN. Synergy scores: CSS=61.0, Synergy_ZIP=-2.85, Synergy_Bliss=-2.12, Synergy_Loewe=-32.6, Synergy_HSA=-0.390. (6) Drug 1: CNC(=O)C1=CC=CC=C1SC2=CC3=C(C=C2)C(=NN3)C=CC4=CC=CC=N4. Drug 2: CC12CCC(CC1=CCC3C2CCC4(C3CC=C4C5=CN=CC=C5)C)O. Cell line: NCIH23. Synergy scores: CSS=3.56, Synergy_ZIP=-1.09, Synergy_Bliss=0.250, Synergy_Loewe=-1.72, Synergy_HSA=-1.73. (7) Drug 1: CCC1=C2CN3C(=CC4=C(C3=O)COC(=O)C4(CC)O)C2=NC5=C1C=C(C=C5)O. Drug 2: CC1C(C(CC(O1)OC2CC(OC(C2O)C)OC3=CC4=CC5=C(C(=O)C(C(C5)C(C(=O)C(C(C)O)O)OC)OC6CC(C(C(O6)C)O)OC7CC(C(C(O7)C)O)OC8CC(C(C(O8)C)O)(C)O)C(=C4C(=C3C)O)O)O)O. Synergy scores: CSS=48.6, Synergy_ZIP=0.703, Synergy_Bliss=0.932, Synergy_Loewe=0.215, Synergy_HSA=1.75. Cell line: NCI-H522.